Dataset: Catalyst prediction with 721,799 reactions and 888 catalyst types from USPTO. Task: Predict which catalyst facilitates the given reaction. (1) Reactant: [NH2:1][C:2]1[S:6][CH:5]=[N:4][C:3]=1[C:7]([O:9][CH3:10])=[O:8].[Br:11]N1C(=O)CCC1=O. Product: [NH2:1][C:2]1[S:6][C:5]([Br:11])=[N:4][C:3]=1[C:7]([O:9][CH3:10])=[O:8]. The catalyst class is: 1. (2) Reactant: [CH:1]12[CH2:7][CH:4]([CH2:5][CH2:6]1)[CH2:3][CH:2]2[NH:8][C:9]1[CH:18]=[N:17][C:16]2[C:11](=[CH:12][C:13]([O:21][CH3:22])=[C:14]([O:19][CH3:20])[CH:15]=2)[N:10]=1.[C@]12(CS(O)(=O)=O)C(C)(C)C(CC1)CC2=O. Product: [C@H:1]12[CH2:7][C@H:4]([CH2:5][CH2:6]1)[CH2:3][C@H:2]2[NH:8][C:9]1[CH:18]=[N:17][C:16]2[C:11](=[CH:12][C:13]([O:21][CH3:22])=[C:14]([O:19][CH3:20])[CH:15]=2)[N:10]=1. The catalyst class is: 194. (3) Reactant: [H-].[Na+].[CH3:3][N:4]1[CH2:9][CH2:8][CH:7]([OH:10])[CH2:6][CH2:5]1.Cl[C:12]1[N:17]=[CH:16][C:15]([C:18]2[CH:23]=[CH:22][N:21]=[C:20]([NH:24][C:25]3[CH:26]=[C:27]([NH:32][C:33](=[O:44])[C:34]4[CH:39]=[CH:38][CH:37]=[C:36]([C:40]([F:43])([F:42])[F:41])[CH:35]=4)[CH:28]=[CH:29][C:30]=3[CH3:31])[N:19]=2)=[CH:14][CH:13]=1. Product: [CH3:31][C:30]1[CH:29]=[CH:28][C:27]([NH:32][C:33](=[O:44])[C:34]2[CH:39]=[CH:38][CH:37]=[C:36]([C:40]([F:43])([F:41])[F:42])[CH:35]=2)=[CH:26][C:25]=1[NH:24][C:20]1[N:19]=[C:18]([C:15]2[CH:16]=[N:17][C:12]([O:10][CH:7]3[CH2:8][CH2:9][N:4]([CH3:3])[CH2:5][CH2:6]3)=[CH:13][CH:14]=2)[CH:23]=[CH:22][N:21]=1. The catalyst class is: 18.